Dataset: Catalyst prediction with 721,799 reactions and 888 catalyst types from USPTO. Task: Predict which catalyst facilitates the given reaction. (1) Reactant: Br[C:2]1[CH:7]=[CH:6][C:5]([O:8][CH:9]([F:11])[F:10])=[C:4]([Cl:12])[CH:3]=1.[CH3:13][C:14]1([CH3:30])[C:18]([CH3:20])([CH3:19])[O:17][B:16]([B:16]2[O:17][C:18]([CH3:20])([CH3:19])[C:14]([CH3:30])([CH3:13])[O:15]2)[O:15]1.C([O-])(=O)C.[K+]. Product: [Cl:12][C:4]1[CH:3]=[C:2]([B:16]2[O:17][C:18]([CH3:20])([CH3:19])[C:14]([CH3:30])([CH3:13])[O:15]2)[CH:7]=[CH:6][C:5]=1[O:8][CH:9]([F:11])[F:10]. The catalyst class is: 450. (2) Reactant: Br[C:2]1[CH:3]=[N:4][CH:5]=[C:6]([F:14])[C:7]=1[C:8]1[CH:13]=[CH:12][CH:11]=[CH:10][CH:9]=1.[N:15]1([C:21]([O:23][C:24]([CH3:27])([CH3:26])[CH3:25])=[O:22])[CH2:20][CH2:19][NH:18][CH2:17][CH2:16]1.CC1(C)C2C(=C(P(C3C=CC=CC=3)C3C=CC=CC=3)C=CC=2)OC2C(P(C3C=CC=CC=3)C3C=CC=CC=3)=CC=CC1=2.CC(C)([O-])C.[Na+]. Product: [F:14][C:6]1[C:7]([C:8]2[CH:13]=[CH:12][CH:11]=[CH:10][CH:9]=2)=[C:2]([N:18]2[CH2:17][CH2:16][N:15]([C:21]([O:23][C:24]([CH3:27])([CH3:26])[CH3:25])=[O:22])[CH2:20][CH2:19]2)[CH:3]=[N:4][CH:5]=1. The catalyst class is: 187. (3) Reactant: [Cl:1][C:2]1[CH:3]=[CH:4][C:5]([O:25][CH3:26])=[C:6]([NH:8][C:9](=[O:24])[CH2:10][N:11]2[C:15]3[CH2:16][NH:17][CH2:18][CH2:19][C:14]=3[C:13]([C:20]([F:23])([F:22])[F:21])=[N:12]2)[CH:7]=1.C=O.[C:29](=O)([O-])[O-].[Na+].[Na+]. Product: [Cl:1][C:2]1[CH:3]=[CH:4][C:5]([O:25][CH3:26])=[C:6]([NH:8][C:9](=[O:24])[CH2:10][N:11]2[C:15]3[CH2:16][N:17]([CH3:29])[CH2:18][CH2:19][C:14]=3[C:13]([C:20]([F:23])([F:22])[F:21])=[N:12]2)[CH:7]=1. The catalyst class is: 106.